This data is from Reaction yield outcomes from USPTO patents with 853,638 reactions. The task is: Predict the reaction yield, written as a fraction of the theoretical maximum amount of product (1.0 means a 100% yield; for example, 0.34 means a 34% yield). The reactants are [S:1]1[CH:5]=[CH:4][N:3]=[CH:2]1.[Si:6]([O:13][CH2:14][C:15](=[O:17])[CH3:16])([C:9]([CH3:12])([CH3:11])[CH3:10])([CH3:8])[CH3:7]. The catalyst is C1COCC1. The product is [Si:6]([O:13][CH2:14][C:15]([C:2]1[S:1][CH:5]=[CH:4][N:3]=1)([OH:17])[CH3:16])([C:9]([CH3:12])([CH3:11])[CH3:10])([CH3:8])[CH3:7]. The yield is 0.400.